Predict the product of the given reaction. From a dataset of Forward reaction prediction with 1.9M reactions from USPTO patents (1976-2016). (1) Given the reactants [CH2:1]([C:4]1([C:24]2[CH:29]=[CH:28][CH:27]=[CH:26][CH:25]=2)[CH:8]2[CH2:9][O:10][C:11]3[CH:16]=[CH:15][C:14]([F:17])=[CH:13][C:12]=3[N:7]2[N:6]=[C:5]1[C:18]([N:20]([O:22][CH3:23])[CH3:21])=[O:19])[CH:2]=[CH2:3].B1C2CCCC1CCC2.[OH-:39].[Na+].OO, predict the reaction product. The product is: [F:17][C:14]1[CH:15]=[CH:16][C:11]2[O:10][CH2:9][CH:8]3[C:4]([CH2:1][CH2:2][CH2:3][OH:39])([C:24]4[CH:25]=[CH:26][CH:27]=[CH:28][CH:29]=4)[C:5]([C:18]([N:20]([O:22][CH3:23])[CH3:21])=[O:19])=[N:6][N:7]3[C:12]=2[CH:13]=1. (2) The product is: [CH3:1][C@H:2]1[CH2:6][CH2:5][CH2:4][N:3]1[C:7]1[N:8]=[CH:9][C:10]([C:23]2[N:28]=[C:27]([NH2:29])[CH:26]=[N:25][CH:24]=2)=[CH:11][N:12]=1. Given the reactants [CH3:1][C@H:2]1[CH2:6][CH2:5][CH2:4][N:3]1[C:7]1[N:12]=[CH:11][C:10](B2OC(C)(C)C(C)(C)O2)=[CH:9][N:8]=1.Cl[C:23]1[N:28]=[C:27]([NH2:29])[CH:26]=[N:25][CH:24]=1.C(=O)([O-])[O-].[Na+].[Na+], predict the reaction product. (3) Given the reactants [Br:1][C:2]1[CH:3]=[CH:4][C:5]2[O:14][C:13]3[C:12](=[O:15])[NH:11][C:10]([CH2:16][CH:17]4[CH2:22][CH2:21][CH2:20][NH:19][CH2:18]4)=[N:9][C:8]=3[C:6]=2[CH:7]=1.C=O.[CH:25](O)=O.[OH-].[Na+], predict the reaction product. The product is: [Br:1][C:2]1[CH:3]=[CH:4][C:5]2[O:14][C:13]3[C:12](=[O:15])[NH:11][C:10]([CH2:16][CH:17]4[CH2:22][CH2:21][CH2:20][N:19]([CH3:25])[CH2:18]4)=[N:9][C:8]=3[C:6]=2[CH:7]=1. (4) Given the reactants [Cl:1][C:2]1[CH:7]=[CH:6][C:5]([OH:8])=[CH:4][CH:3]=1.[H-].[Na+].CS([C:14]1[N:15]([C:25]2[CH:30]=[CH:29][C:28]([O:31][CH2:32][C:33]([F:39])([F:38])[C:34]([F:37])([F:36])[F:35])=[CH:27][CH:26]=2)[C:16](=[O:24])[C:17]2[CH2:22][C:21](=[O:23])[NH:20][C:18]=2[N:19]=1)=O.C(O)(=O)CC(CC(O)=O)(C(O)=O)O, predict the reaction product. The product is: [Cl:1][C:2]1[CH:7]=[CH:6][C:5]([O:8][C:14]2[N:15]([C:25]3[CH:26]=[CH:27][C:28]([O:31][CH2:32][C:33]([F:39])([F:38])[C:34]([F:35])([F:37])[F:36])=[CH:29][CH:30]=3)[C:16](=[O:24])[C:17]3[CH2:22][C:21](=[O:23])[NH:20][C:18]=3[N:19]=2)=[CH:4][CH:3]=1. (5) The product is: [CH3:1][C:2]1[S:6][C:5]([C:7]2[CH:12]=[CH:11][N:10]=[N:9][CH:8]=2)=[N:4][C:3]=1[O:13][S:23]([C:26]([F:29])([F:28])[F:27])(=[O:25])=[O:24]. Given the reactants [CH3:1][C:2]1[S:6][C:5]([C:7]2[CH:12]=[CH:11][N:10]=[N:9][CH:8]=2)=[N:4][C:3]=1[OH:13].[H-].[Na+].C1C=CC(N([S:23]([C:26]([F:29])([F:28])[F:27])(=[O:25])=[O:24])[S:23]([C:26]([F:29])([F:28])[F:27])(=[O:25])=[O:24])=CC=1.O, predict the reaction product. (6) The product is: [CH3:1][C:2]1[C:3]([C:8]([NH2:9])=[O:11])=[N:4][CH:5]=[CH:6][CH:7]=1. Given the reactants [CH3:1][C:2]1[C:3]([C:8]#[N:9])=[N:4][CH:5]=[CH:6][CH:7]=1.S(=O)(=O)(O)[OH:11].C([O-])([O-])=O.[Na+].[Na+], predict the reaction product. (7) Given the reactants [CH3:1][C@H:2]1[C@@H:7]2[CH2:8][CH2:9][C:10]([CH3:12])=[CH:11][C@@H:6]2[C@H:5]([C:13]([C:15](O)=[O:16])=[CH2:14])[CH2:4][CH2:3]1.[H-].[H-].[H-].[H-].[Li+].[Al+3], predict the reaction product. The product is: [CH3:1][C@H:2]1[C@@H:7]2[CH2:8][CH2:9][C:10]([CH3:12])=[CH:11][C@@H:6]2[C@H:5]([C:13]([CH2:15][OH:16])=[CH2:14])[CH2:4][CH2:3]1.